Dataset: Full USPTO retrosynthesis dataset with 1.9M reactions from patents (1976-2016). Task: Predict the reactants needed to synthesize the given product. (1) Given the product [F:1][C:2]([C:5]1[CH:9]=[C:8]([NH:10][C:24](=[O:25])[O:26][C:27]2[CH:32]=[CH:31][CH:30]=[CH:29][CH:28]=2)[N:7]([C:11]2[CH:16]=[CH:15][CH:14]=[CH:13][CH:12]=2)[N:6]=1)([F:4])[CH3:3], predict the reactants needed to synthesize it. The reactants are: [F:1][C:2]([C:5]1[CH:9]=[C:8]([NH2:10])[N:7]([C:11]2[CH:16]=[CH:15][CH:14]=[CH:13][CH:12]=2)[N:6]=1)([F:4])[CH3:3].C(=O)([O-])[O-].[K+].[K+].Cl[C:24]([O:26][C:27]1[CH:32]=[CH:31][CH:30]=[CH:29][CH:28]=1)=[O:25]. (2) Given the product [O:29]=[C:28]1[NH:27][C:25](=[O:26])/[C:24](=[CH:1]/[C:3]2[O:11][C:10]3[C:9]([C:12]4[CH2:17][CH2:16][N:15]([S:18]([N:21]([CH3:22])[CH3:23])(=[O:19])=[O:20])[CH2:14][CH:13]=4)=[CH:8][N:7]=[CH:6][C:5]=3[CH:4]=2)/[S:30]1, predict the reactants needed to synthesize it. The reactants are: [CH:1]([C:3]1[O:11][C:10]2[C:9]([C:12]3[CH2:17][CH2:16][N:15]([S:18]([N:21]([CH3:23])[CH3:22])(=[O:20])=[O:19])[CH2:14][CH:13]=3)=[CH:8][N:7]=[CH:6][C:5]=2[CH:4]=1)=O.[CH2:24]1[S:30][C:28](=[O:29])[NH:27][C:25]1=[O:26].NCCC(O)=O. (3) Given the product [Cl:8][C:6]1[N:5]=[C:4]2[N:9]([CH:13]3[CH2:18][CH2:17][CH2:16][CH2:15][O:14]3)[N:10]=[C:11]([CH3:12])[C:3]2=[C:2]([CH:32]2[CH2:33][C:29]3([CH2:26][O:27][CH2:28]3)[CH2:30][NH:31]2)[N:7]=1, predict the reactants needed to synthesize it. The reactants are: Cl[C:2]1[N:7]=[C:6]([Cl:8])[N:5]=[C:4]2[N:9]([CH:13]3[CH2:18][CH2:17][CH2:16][CH2:15][O:14]3)[N:10]=[C:11]([CH3:12])[C:3]=12.C(N(CC)CC)C.[CH2:26]1[C:29]2([CH2:33][CH2:32][NH:31][CH2:30]2)[CH2:28][O:27]1. (4) Given the product [N+:17]([C:13]1[CH:14]=[CH:15][CH:16]=[C:9]([S:5][CH2:1][CH2:2][CH2:3][CH3:4])[C:10]=1[C:11]#[N:12])([O-:19])=[O:18], predict the reactants needed to synthesize it. The reactants are: [CH2:1]([SH:5])[CH2:2][CH2:3][CH3:4].[N+]([C:9]1[CH:16]=[CH:15][CH:14]=[C:13]([N+:17]([O-:19])=[O:18])[C:10]=1[C:11]#[N:12])([O-])=O. (5) The reactants are: [CH2:1]([N:8]1[C:14](=O)[C:13]2[C:16]([Br:20])=[CH:17][CH:18]=[CH:19][C:12]=2[O:11][CH2:10][CH2:9]1)[C:2]1[CH:7]=[CH:6][CH:5]=[CH:4][CH:3]=1.B.O1CCCC1.CO.[OH-].[Na+]. Given the product [CH2:1]([N:8]1[CH2:14][C:13]2[C:16]([Br:20])=[CH:17][CH:18]=[CH:19][C:12]=2[O:11][CH2:10][CH2:9]1)[C:2]1[CH:3]=[CH:4][CH:5]=[CH:6][CH:7]=1, predict the reactants needed to synthesize it. (6) Given the product [Cl:28][C:21]1[C:22]2[C:27](=[CH:26][CH:25]=[CH:24][CH:23]=2)[C:18]([NH:17][CH2:11][C:10]2[CH:13]=[CH:14][C:7]([O:6][CH2:5][CH2:4][N:3]([CH2:15][CH3:16])[CH2:1][CH3:2])=[CH:8][CH:9]=2)=[CH:19][CH:20]=1, predict the reactants needed to synthesize it. The reactants are: [CH2:1]([N:3]([CH2:15][CH3:16])[CH2:4][CH2:5][O:6][C:7]1[CH:14]=[CH:13][C:10]([CH:11]=O)=[CH:9][CH:8]=1)[CH3:2].[NH2:17][C:18]1[C:27]2[C:22](=[CH:23][CH:24]=[CH:25][CH:26]=2)[C:21]([Cl:28])=[CH:20][CH:19]=1.[BH4-].[Na+]. (7) The reactants are: [NH:1]1[CH2:6][CH2:5][CH:4]([NH:7][C:8]2[C:9]3[CH:16]=[C:15]([CH2:17][C:18]([F:21])([F:20])[F:19])[S:14][C:10]=3[N:11]=[CH:12][N:13]=2)[CH2:3][CH2:2]1.[OH:22][C:23]1[CH:30]=[CH:29][C:26]([CH:27]=O)=[CH:25][CH:24]=1.[BH3-]C#N.[Na+]. Given the product [F:20][C:18]([F:21])([F:19])[CH2:17][C:15]1[S:14][C:10]2[N:11]=[CH:12][N:13]=[C:8]([NH:7][CH:4]3[CH2:5][CH2:6][N:1]([CH2:27][C:26]4[CH:29]=[CH:30][C:23]([OH:22])=[CH:24][CH:25]=4)[CH2:2][CH2:3]3)[C:9]=2[CH:16]=1, predict the reactants needed to synthesize it. (8) Given the product [C:1]([O:5][C:6](=[O:42])[NH:7][C:8](=[N:23][C:24](=[O:41])[CH2:25][C:26]([C:31]1[CH:36]=[CH:35][C:34]([O:37][CH2:38][CH:39]=[CH2:40])=[CH:33][CH:32]=1)=[N:27][O:28][CH2:29][CH3:30])[CH2:9][C:10]1[CH:15]=[C:14]([Cl:16])[C:13]([NH:17][C:18](=[O:21])[CH2:19][NH:49][CH2:44][CH2:45][CH2:46][CH:47]=[CH2:48])=[C:12]([Cl:22])[CH:11]=1)([CH3:4])([CH3:3])[CH3:2], predict the reactants needed to synthesize it. The reactants are: [C:1]([O:5][C:6](=[O:42])[NH:7][C:8](=[N:23][C:24](=[O:41])[CH2:25][C:26]([C:31]1[CH:36]=[CH:35][C:34]([O:37][CH2:38][CH:39]=[CH2:40])=[CH:33][CH:32]=1)=[N:27][O:28][CH2:29][CH3:30])[CH2:9][C:10]1[CH:15]=[C:14]([Cl:16])[C:13]([NH:17][C:18](=[O:21])[CH2:19]Br)=[C:12]([Cl:22])[CH:11]=1)([CH3:4])([CH3:3])[CH3:2].Cl.[CH2:44]([NH2:49])[CH2:45][CH2:46][CH:47]=[CH2:48].C(N(C(C)C)CC)(C)C.